Dataset: NCI-60 drug combinations with 297,098 pairs across 59 cell lines. Task: Regression. Given two drug SMILES strings and cell line genomic features, predict the synergy score measuring deviation from expected non-interaction effect. (1) Drug 1: C1=CC(=CC=C1CCC2=CNC3=C2C(=O)NC(=N3)N)C(=O)NC(CCC(=O)O)C(=O)O. Drug 2: C#CCC(CC1=CN=C2C(=N1)C(=NC(=N2)N)N)C3=CC=C(C=C3)C(=O)NC(CCC(=O)O)C(=O)O. Cell line: ACHN. Synergy scores: CSS=16.1, Synergy_ZIP=2.91, Synergy_Bliss=-3.19, Synergy_Loewe=-3.03, Synergy_HSA=-3.00. (2) Drug 1: C1=CC(=CC=C1CCCC(=O)O)N(CCCl)CCCl. Drug 2: CC1=C(C(=O)C2=C(C1=O)N3CC4C(C3(C2COC(=O)N)OC)N4)N. Cell line: HOP-92. Synergy scores: CSS=34.5, Synergy_ZIP=-10.7, Synergy_Bliss=-3.61, Synergy_Loewe=-2.74, Synergy_HSA=-2.45. (3) Drug 1: C1=CC(=CC=C1CCCC(=O)O)N(CCCl)CCCl. Drug 2: CC1C(C(CC(O1)OC2CC(CC3=C2C(=C4C(=C3O)C(=O)C5=CC=CC=C5C4=O)O)(C(=O)C)O)N)O. Cell line: UO-31. Synergy scores: CSS=53.1, Synergy_ZIP=1.06, Synergy_Bliss=6.78, Synergy_Loewe=-27.8, Synergy_HSA=6.91. (4) Drug 1: CC1=C(N=C(N=C1N)C(CC(=O)N)NCC(C(=O)N)N)C(=O)NC(C(C2=CN=CN2)OC3C(C(C(C(O3)CO)O)O)OC4C(C(C(C(O4)CO)O)OC(=O)N)O)C(=O)NC(C)C(C(C)C(=O)NC(C(C)O)C(=O)NCCC5=NC(=CS5)C6=NC(=CS6)C(=O)NCCC[S+](C)C)O. Drug 2: C1C(C(OC1N2C=NC(=NC2=O)N)CO)O. Cell line: NCI-H322M. Synergy scores: CSS=0.813, Synergy_ZIP=0.323, Synergy_Bliss=1.42, Synergy_Loewe=0.740, Synergy_HSA=-0.138.